From a dataset of Forward reaction prediction with 1.9M reactions from USPTO patents (1976-2016). Predict the product of the given reaction. (1) Given the reactants [CH3:1][O:2][C:3]1[CH:8]=[CH:7][C:6]([C:9]2([N:23]([CH3:25])[CH3:24])[CH2:14][CH2:13][C:12]([NH:21][CH3:22])([C:15]3[CH:20]=[CH:19][CH:18]=[CH:17][CH:16]=3)[CH2:11][CH2:10]2)=[CH:5][CH:4]=1.C=O.[C:28](B)#N.[Na].C(O)(=O)C, predict the reaction product. The product is: [CH3:22][N:21]([CH3:28])[C:12]1([C:15]2[CH:16]=[CH:17][CH:18]=[CH:19][CH:20]=2)[CH2:11][CH2:10][C:9]([N:23]([CH3:25])[CH3:24])([C:6]2[CH:5]=[CH:4][C:3]([O:2][CH3:1])=[CH:8][CH:7]=2)[CH2:14][CH2:13]1. (2) Given the reactants [H-].[Na+].[CH2:3]([O:10][C@@H:11]1[C@@H:16]([O:17][CH2:18][C:19]2[CH:24]=[CH:23][CH:22]=[CH:21][CH:20]=2)[C@H:15]([O:25][CH2:26][C:27]2[CH:32]=[CH:31][CH:30]=[CH:29][CH:28]=2)[C@@H:14]([CH2:33][O:34][CH2:35][C:36]2[CH:41]=[CH:40][CH:39]=[CH:38][CH:37]=2)[O:13][C@H:12]1[C:42]1[NH:43][C:44]([CH2:47][C:48]2[CH:53]=[CH:52][C:51]([CH2:54][CH3:55])=[CH:50][CH:49]=2)=[CH:45][CH:46]=1)[C:4]1[CH:9]=[CH:8][CH:7]=[CH:6][CH:5]=1.[CH3:56]I.O, predict the reaction product. The product is: [CH2:3]([O:10][C@@H:11]1[C@@H:16]([O:17][CH2:18][C:19]2[CH:20]=[CH:21][CH:22]=[CH:23][CH:24]=2)[C@H:15]([O:25][CH2:26][C:27]2[CH:32]=[CH:31][CH:30]=[CH:29][CH:28]=2)[C@@H:14]([CH2:33][O:34][CH2:35][C:36]2[CH:37]=[CH:38][CH:39]=[CH:40][CH:41]=2)[O:13][C@H:12]1[C:42]1[N:43]([CH3:56])[C:44]([CH2:47][C:48]2[CH:49]=[CH:50][C:51]([CH2:54][CH3:55])=[CH:52][CH:53]=2)=[CH:45][CH:46]=1)[C:4]1[CH:9]=[CH:8][CH:7]=[CH:6][CH:5]=1. (3) Given the reactants [C:1]([C:3]1[CH:4]=[C:5]([C:13]2[O:17][N:16]=[C:15]([C:18]3[CH:35]=[CH:34][C:21]4[CH2:22][CH2:23][N:24](C(OC(C)(C)C)=O)[CH2:25][CH2:26][C:20]=4[CH:19]=3)[N:14]=2)[CH:6]=[N:7][C:8]=1[NH:9][CH:10]([CH3:12])[CH3:11])#[N:2].[ClH:36], predict the reaction product. The product is: [ClH:36].[CH3:12][CH:10]([NH:9][C:8]1[C:3]([C:1]#[N:2])=[CH:4][C:5]([C:13]2[O:17][N:16]=[C:15]([C:18]3[CH:35]=[CH:34][C:21]4[CH2:22][CH2:23][NH:24][CH2:25][CH2:26][C:20]=4[CH:19]=3)[N:14]=2)=[CH:6][N:7]=1)[CH3:11]. (4) Given the reactants C([NH:9][C:10]1[C:11]2[N:18]=[N:17][N:16]([CH:19]3[O:23][CH:22]([CH:24]=[CH:25][P:26](=[O:29])([OH:28])[OH:27])[CH:21]([OH:30])[CH:20]3[OH:31])[C:12]=2[N:13]=[CH:14][N:15]=1)(=O)C1C=CC=CC=1, predict the reaction product. The product is: [NH2:9][C:10]1[C:11]2[N:18]=[N:17][N:16]([CH:19]3[O:23][CH:22]([CH2:24][CH2:25][P:26](=[O:27])([OH:28])[OH:29])[CH:21]([OH:30])[CH:20]3[OH:31])[C:12]=2[N:13]=[CH:14][N:15]=1. (5) The product is: [CH2:1]([O:3][C:4](=[O:17])[CH2:5][C:6]1[CH:7]=[CH:8][C:9]([NH:12][CH2:13][CH2:14][O:25][CH2:18][C:19]2[CH:24]=[CH:23][CH:22]=[CH:21][CH:20]=2)=[CH:10][CH:11]=1)[CH3:2]. Given the reactants [CH2:1]([O:3][C:4](=[O:17])[CH2:5][C:6]1[CH:11]=[CH:10][C:9]([NH:12][CH2:13][CH2:14]CC)=[CH:8][CH:7]=1)[CH3:2].[CH2:18]([O:25]CC=O)[C:19]1[CH:24]=[CH:23][CH:22]=[CH:21][CH:20]=1, predict the reaction product. (6) Given the reactants [F:1][C:2]1([F:11])[CH2:7][CH2:6][CH:5]([C:8]([OH:10])=O)[CH2:4][CH2:3]1.CN(C)CCCN=C=NCC.ON1C2C=CC=CC=2N=N1.[C:33]1([CH2:39][CH2:40][NH2:41])[CH:38]=[CH:37][CH:36]=[CH:35][CH:34]=1.C(=O)(O)[O-].[Na+], predict the reaction product. The product is: [F:11][C:2]1([F:1])[CH2:3][CH2:4][CH:5]([C:8]([NH:41][CH2:40][CH2:39][C:33]2[CH:38]=[CH:37][CH:36]=[CH:35][CH:34]=2)=[O:10])[CH2:6][CH2:7]1.